The task is: Predict the reaction yield, written as a fraction of the theoretical maximum amount of product (1.0 means a 100% yield; for example, 0.34 means a 34% yield).. This data is from Reaction yield outcomes from USPTO patents with 853,638 reactions. (1) The reactants are [F:1][C:2]1[N:7]2[CH:8]=[C:9]([CH:11]=[O:12])[N:10]=[C:6]2[CH:5]=[CH:4][CH:3]=1.[BH4-].[Na+]. The catalyst is CO. The product is [F:1][C:2]1[N:7]2[CH:8]=[C:9]([CH2:11][OH:12])[N:10]=[C:6]2[CH:5]=[CH:4][CH:3]=1. The yield is 0.930. (2) The product is [F:1][C:2]([F:36])([F:35])[C:3]1[CH:4]=[C:5]([C:13]([CH3:34])([CH3:33])[C:14]([N:16]([CH3:17])[C:18]2[C:23]([C:24]3[CH:29]=[CH:28][C:27]([F:30])=[CH:26][C:25]=3[CH3:31])=[CH:22][C:21]([C:52]#[C:51][CH2:50][C@@H:45]([NH:44][C:42]([O:41][C:38]([CH3:40])([CH3:39])[CH3:37])=[O:43])[C:46]([O:48][CH3:49])=[O:47])=[N:20][CH:19]=2)=[O:15])[CH:6]=[C:7]([C:9]([F:12])([F:11])[F:10])[CH:8]=1. The catalyst is C(N(CC)CC)C.O.Cl[Pd](Cl)([P](C1C=CC=CC=1)(C1C=CC=CC=1)C1C=CC=CC=1)[P](C1C=CC=CC=1)(C1C=CC=CC=1)C1C=CC=CC=1.[Cu]I.C1(P(C2C=CC=CC=2)C2C=CC=CC=2)C=CC=CC=1. The reactants are [F:1][C:2]([F:36])([F:35])[C:3]1[CH:4]=[C:5]([C:13]([CH3:34])([CH3:33])[C:14]([N:16]([C:18]2[CH:19]=[N:20][C:21](Cl)=[CH:22][C:23]=2[C:24]2[CH:29]=[CH:28][C:27]([F:30])=[CH:26][C:25]=2[CH3:31])[CH3:17])=[O:15])[CH:6]=[C:7]([C:9]([F:12])([F:11])[F:10])[CH:8]=1.[CH3:37][C:38]([O:41][C:42]([NH:44][C@H:45]([CH2:50][C:51]#[CH:52])[C:46]([O:48][CH3:49])=[O:47])=[O:43])([CH3:40])[CH3:39].C(NC(C)C)(C)C. The yield is 0.561. (3) The reactants are [H-].[Na+].[CH2:3]([C@@:6]1([C:28]2[CH:33]=[CH:32][C:31]([F:34])=[CH:30][CH:29]=2)[O:11][C:10](=[O:12])[N:9]([C@H:13]([C:15]2[CH:20]=[CH:19][C:18]([C:21]3[CH:26]=[CH:25][C:24](=[O:27])[NH:23][CH:22]=3)=[CH:17][CH:16]=2)[CH3:14])[CH2:8][CH2:7]1)[CH:4]=[CH2:5].[CH3:35]I. The catalyst is C1COCC1. The product is [CH2:3]([C@@:6]1([C:28]2[CH:33]=[CH:32][C:31]([F:34])=[CH:30][CH:29]=2)[O:11][C:10](=[O:12])[N:9]([C@H:13]([C:15]2[CH:16]=[CH:17][C:18]([C:21]3[CH:26]=[CH:25][C:24](=[O:27])[N:23]([CH3:35])[CH:22]=3)=[CH:19][CH:20]=2)[CH3:14])[CH2:8][CH2:7]1)[CH:4]=[CH2:5]. The yield is 0.690.